This data is from Peptide-MHC class I binding affinity with 185,985 pairs from IEDB/IMGT. The task is: Regression. Given a peptide amino acid sequence and an MHC pseudo amino acid sequence, predict their binding affinity value. This is MHC class I binding data. (1) The peptide sequence is RTSKAALER. The MHC is HLA-B07:02 with pseudo-sequence HLA-B07:02. The binding affinity (normalized) is 0. (2) The peptide sequence is NHRNVELSL. The MHC is HLA-B38:01 with pseudo-sequence HLA-B38:01. The binding affinity (normalized) is 0.607. (3) The peptide sequence is GLGQHIYET. The MHC is HLA-A02:12 with pseudo-sequence HLA-A02:12. The binding affinity (normalized) is 0.600. (4) The peptide sequence is FNNLNPDYM. The MHC is H-2-Kb with pseudo-sequence H-2-Kb. The binding affinity (normalized) is 0.0383. (5) The peptide sequence is NTINVELSL. The MHC is Mamu-A07 with pseudo-sequence Mamu-A07. The binding affinity (normalized) is 0.0442. (6) The peptide sequence is SIPFGLMSA. The MHC is HLA-A80:01 with pseudo-sequence HLA-A80:01. The binding affinity (normalized) is 0.0847. (7) The binding affinity (normalized) is 0.213. The MHC is HLA-A23:01 with pseudo-sequence HLA-A23:01. The peptide sequence is PEGPLGQLL.